This data is from Reaction yield outcomes from USPTO patents with 853,638 reactions. The task is: Predict the reaction yield, written as a fraction of the theoretical maximum amount of product (1.0 means a 100% yield; for example, 0.34 means a 34% yield). (1) The reactants are [Cl:1][C:2]1[CH:6]([CH3:7])[CH2:5][N:4]([C:8]2[CH:9]=[N:10][CH:11]=[CH:12][CH:13]=2)[N:3]=1.[Mn]([O-])(=O)(=O)=[O:15].[Na+].[OH2:20]. The catalyst is C(O)(C)(C)C. The product is [Cl:1][C:2]1[C:6]([C:7]([OH:15])=[O:20])=[CH:5][N:4]([C:8]2[CH:9]=[N:10][CH:11]=[CH:12][CH:13]=2)[N:3]=1. The yield is 0.460. (2) The reactants are Cl[C:2]1[N:3]=[C:4]([N:15]2[CH2:20][CH2:19][O:18][CH2:17][CH2:16]2)[C:5]2[O:11][CH:10]([CH:12]3[CH2:14][CH2:13]3)[CH2:9][O:8][C:6]=2[N:7]=1.CC1(C)C(C)(C)OB([C:29]2[CH:30]=[N:31][C:32]([NH2:35])=[N:33][CH:34]=2)O1.C(=O)([O-])[O-].[Na+].[Na+]. The catalyst is Cl[Pd](Cl)([P](C1C=CC=CC=1)(C1C=CC=CC=1)C1C=CC=CC=1)[P](C1C=CC=CC=1)(C1C=CC=CC=1)C1C=CC=CC=1.C(#N)C. The product is [CH:12]1([CH:10]2[CH2:9][O:8][C:6]3[N:7]=[C:2]([C:29]4[CH:30]=[N:31][C:32]([NH2:35])=[N:33][CH:34]=4)[N:3]=[C:4]([N:15]4[CH2:20][CH2:19][O:18][CH2:17][CH2:16]4)[C:5]=3[O:11]2)[CH2:14][CH2:13]1. The yield is 0.0900. (3) The reactants are Br[C:2]1[CH:3]=[C:4]([N+:9]([O-:11])=[O:10])[C:5]([CH3:8])=[N:6][CH:7]=1.[B:12]1([B:12]2[O:16][C:15]([CH3:18])([CH3:17])[C:14]([CH3:20])([CH3:19])[O:13]2)[O:16][C:15]([CH3:18])([CH3:17])[C:14]([CH3:20])([CH3:19])[O:13]1.C([O-])(=O)C.[K+]. The catalyst is O1CCOCC1.C1C=CC(P(C2C=CC=CC=2)[C-]2C=CC=C2)=CC=1.C1C=CC(P(C2C=CC=CC=2)[C-]2C=CC=C2)=CC=1.Cl[Pd]Cl.[Fe+2]. The product is [CH3:8][C:5]1[C:4]([N+:9]([O-:11])=[O:10])=[CH:3][C:2]([B:12]2[O:16][C:15]([CH3:18])([CH3:17])[C:14]([CH3:20])([CH3:19])[O:13]2)=[CH:7][N:6]=1. The yield is 0.660. (4) The reactants are C([O:8][N:9]1[C:15](=[O:16])[N:14]2[CH2:17][C@H:10]1[CH2:11][CH2:12][C@H:13]2[C:18]1[O:22][C:21]([CH2:23][CH2:24][NH:25][C:26](=[O:32])[O:27][C:28]([CH3:31])([CH3:30])[CH3:29])=[N:20][N:19]=1)C1C=CC=CC=1. The yield is 0.940. The product is [OH:8][N:9]1[C:15](=[O:16])[N:14]2[CH2:17][C@H:10]1[CH2:11][CH2:12][C@H:13]2[C:18]1[O:22][C:21]([CH2:23][CH2:24][NH:25][C:26](=[O:32])[O:27][C:28]([CH3:30])([CH3:29])[CH3:31])=[N:20][N:19]=1. The catalyst is C1COCC1.[Pd]. (5) The reactants are [Br:1][C:2]1[CH:7]=[CH:6][CH:5]=[CH:4][C:3]=1[NH:8][C:9](=[O:26])[NH:10][C:11]1[CH:16]=[CH:15][C:14]([CH2:17][C:18]([O:20]C(C)(C)C)=[O:19])=[CH:13][C:12]=1[CH3:25].C(O)(C(F)(F)F)=O. The catalyst is C(Cl)Cl. The product is [Br:1][C:2]1[CH:7]=[CH:6][CH:5]=[CH:4][C:3]=1[NH:8][C:9](=[O:26])[NH:10][C:11]1[CH:16]=[CH:15][C:14]([CH2:17][C:18]([OH:20])=[O:19])=[CH:13][C:12]=1[CH3:25]. The yield is 0.950. (6) The catalyst is ClCCl.O. The yield is 0.590. The reactants are [F:1][C:2]1[CH:3]=[C:4]([C:12]2[O:16][N:15]=[C:14]([C:17]3[CH:18]=[CH:19][C:20]([CH2:23]O)=[N:21][CH:22]=3)[N:13]=2)[CH:5]=[CH:6][C:7]=1[CH2:8][CH:9]([CH3:11])[CH3:10].C(Br)(Br)(Br)Br.C1(P(C2C=CC=CC=2)C2C=CC=CC=2)C=CC=CC=1.Cl.[NH:50]1[CH2:53][CH:52]([C:54]([O:56][CH3:57])=[O:55])[CH2:51]1.C(N(CC)C(C)C)(C)C.C(=O)([O-])O.[Na+]. The product is [F:1][C:2]1[CH:3]=[C:4]([C:12]2[O:16][N:15]=[C:14]([C:17]3[CH:18]=[CH:19][C:20]([CH2:23][N:50]4[CH2:53][CH:52]([C:54]([O:56][CH3:57])=[O:55])[CH2:51]4)=[N:21][CH:22]=3)[N:13]=2)[CH:5]=[CH:6][C:7]=1[CH2:8][CH:9]([CH3:11])[CH3:10]. (7) The reactants are C(=O)([O-])[O-].[K+].[K+].[CH2:7]([C@@H:9]1[O:11][CH2:10]1)Cl.[C:12]([C:14]1[CH:19]=[CH:18][C:17]([OH:20])=[CH:16][CH:15]=1)#[N:13]. The catalyst is CC#N. The product is [O:11]1[CH2:10][C@H:9]1[CH2:7][O:20][C:17]1[CH:18]=[CH:19][C:14]([C:12]#[N:13])=[CH:15][CH:16]=1. The yield is 0.900. (8) The yield is 0.454. The reactants are Br[C:2]1[C:3](=[O:28])[NH:4][C:5](=[O:27])[N:6]([CH2:8][CH2:9][CH2:10][N:11]2[CH2:16][C@H:15]3[C@:13]([C:17]4[CH:22]=[CH:21][C:20]([C:23]([F:26])([F:25])[F:24])=[CH:19][CH:18]=4)([CH2:14]3)[CH2:12]2)[N:7]=1.[F:29][C:30]1[C:35](B(O)O)=[CH:34][CH:33]=[CH:32][N:31]=1.C(=O)([O-])[O-].[Na+].[Na+].C1(C2C=CC=CC=2)C=CC=CC=1P(C1CCCCC1)C1CCCCC1. The catalyst is COCCOC.O.C1C=CC([P]([Pd]([P](C2C=CC=CC=2)(C2C=CC=CC=2)C2C=CC=CC=2)([P](C2C=CC=CC=2)(C2C=CC=CC=2)C2C=CC=CC=2)[P](C2C=CC=CC=2)(C2C=CC=CC=2)C2C=CC=CC=2)(C2C=CC=CC=2)C2C=CC=CC=2)=CC=1.O.COCCOC. The product is [F:29][C:30]1[C:35]([C:2]2[C:3](=[O:28])[NH:4][C:5](=[O:27])[N:6]([CH2:8][CH2:9][CH2:10][N:11]3[CH2:16][C@H:15]4[C@:13]([C:17]5[CH:22]=[CH:21][C:20]([C:23]([F:26])([F:25])[F:24])=[CH:19][CH:18]=5)([CH2:14]4)[CH2:12]3)[N:7]=2)=[CH:34][CH:33]=[CH:32][N:31]=1.